Dataset: Forward reaction prediction with 1.9M reactions from USPTO patents (1976-2016). Task: Predict the product of the given reaction. (1) Given the reactants [H-].[Na+].[C:3]([O:7][C:8](=[O:16])/[CH:9]=[CH:10]/[C:11]1[CH:15]=[CH:14][NH:13][CH:12]=1)([CH3:6])([CH3:5])[CH3:4].[CH3:17][N:18]([CH3:29])[C:19]1[CH:24]=[CH:23][C:22]([S:25](Cl)(=[O:27])=[O:26])=[CH:21][CH:20]=1, predict the reaction product. The product is: [C:3]([O:7][C:8](=[O:16])/[CH:9]=[CH:10]/[C:11]1[CH:15]=[CH:14][N:13]([S:25]([C:22]2[CH:21]=[CH:20][C:19]([N:18]([CH3:29])[CH3:17])=[CH:24][CH:23]=2)(=[O:27])=[O:26])[CH:12]=1)([CH3:6])([CH3:4])[CH3:5]. (2) Given the reactants C(O[BH-](OC(=O)C)OC(=O)C)(=O)C.[Na+].[ClH:15].[CH3:16][CH:17]([NH:19][C:20]1[C:25]([C:26]#[N:27])=[CH:24][C:23]([C:28]2[O:32][N:31]=[C:30]([C:33]3[CH:43]=[CH:42][C:36]4[CH2:37][CH2:38][NH:39][CH2:40][CH2:41][C:35]=4[CH:34]=3)[N:29]=2)=[CH:22][N:21]=1)[CH3:18].CC1(C)[O:50][CH2:49][C:48](=O)[CH2:47][O:46]1.C(=O)([O-])O.[Na+], predict the reaction product. The product is: [ClH:15].[OH:46][CH2:47][CH:48]([N:39]1[CH2:38][CH2:37][C:36]2[CH:42]=[CH:43][C:33]([C:30]3[N:29]=[C:28]([C:23]4[CH:24]=[C:25]([C:26]#[N:27])[C:20]([NH:19][CH:17]([CH3:16])[CH3:18])=[N:21][CH:22]=4)[O:32][N:31]=3)=[CH:34][C:35]=2[CH2:41][CH2:40]1)[CH2:49][OH:50]. (3) Given the reactants F[C:2]1[CH:7]=[CH:6][C:5]([N:8]([CH3:18])[S:9]([C:12]2[CH:17]=[CH:16][CH:15]=[CH:14][CH:13]=2)(=[O:11])=[O:10])=[CH:4][C:3]=1[N+:19]([O-:21])=[O:20].[CH2:22]([NH2:29])[C:23]1[CH:28]=[CH:27][CH:26]=[CH:25][CH:24]=1, predict the reaction product. The product is: [CH2:22]([NH:29][C:2]1[CH:7]=[CH:6][C:5]([N:8]([CH3:18])[S:9]([C:12]2[CH:17]=[CH:16][CH:15]=[CH:14][CH:13]=2)(=[O:11])=[O:10])=[CH:4][C:3]=1[N+:19]([O-:21])=[O:20])[C:23]1[CH:28]=[CH:27][CH:26]=[CH:25][CH:24]=1. (4) Given the reactants [Si:1](Cl)([C:4]([CH3:7])([CH3:6])[CH3:5])([CH3:3])[CH3:2].[S:9]1[CH:13]=[CH:12][CH:11]=[C:10]1[CH2:14][CH2:15][OH:16].N1C=CN=C1.CN([CH:25]=[O:26])C, predict the reaction product. The product is: [Si:1]([O:16][CH2:15][CH2:14][C:10]1[S:9][C:13]([CH:25]=[O:26])=[CH:12][CH:11]=1)([C:4]([CH3:7])([CH3:6])[CH3:5])([CH3:3])[CH3:2]. (5) Given the reactants [CH3:1][O:2][C:3]([NH:5][C@H:6]([C:11]([N:13]1[CH2:17][C@@H:16]([CH2:18][O:19][CH3:20])[CH2:15][C@H:14]1[C:21]1[NH:25][C:24]2[C:26]3[C:31]([CH:32]=[CH:33][C:23]=2[N:22]=1)=[CH:30][C:29]1[C:34]2[C:39]([CH2:40][O:41][C:28]=1[CH:27]=3)=[CH:38][C:37]([C:42]1[NH:46][C:45]([C@@H:47]3[CH2:51][CH2:50][CH2:49][N:48]3C(OC(C)(C)C)=O)=[N:44][CH:43]=1)=[CH:36][CH:35]=2)=[O:12])[C@@H:7]([CH3:10])[O:8][CH3:9])=[O:4].Cl.[CH3:60][O:61][C:62]([NH:64][C@H:65]([C:69]1[CH:74]=[CH:73][CH:72]=[CH:71][CH:70]=1)[C:66]([OH:68])=O)=[O:63].CCN(C(C)C)C(C)C.CCOC(C(C#N)=NOC(N1CCOCC1)=[N+](C)C)=O.F[P-](F)(F)(F)(F)F, predict the reaction product. The product is: [CH3:1][O:2][C:3]([NH:5][C@@H:6]([CH:7]([O:8][CH3:9])[CH3:10])[C:11]([N:13]1[CH2:17][C@@H:16]([CH2:18][O:19][CH3:20])[CH2:15][C@H:14]1[C:21]1[NH:25][C:24]2[C:26]3[C:31]([CH:32]=[CH:33][C:23]=2[N:22]=1)=[CH:30][C:29]1[C:34]2[C:39]([CH2:40][O:41][C:28]=1[CH:27]=3)=[CH:38][C:37]([C:42]1[NH:46][C:45]([C@@H:47]3[CH2:51][CH2:50][CH2:49][N:48]3[C:66](=[O:68])[C@H:65]([NH:64][C:62](=[O:63])[O:61][CH3:60])[C:69]3[CH:74]=[CH:73][CH:72]=[CH:71][CH:70]=3)=[N:44][CH:43]=1)=[CH:36][CH:35]=2)=[O:12])=[O:4]. (6) Given the reactants [C:1](O)(=O)[CH2:2][CH2:3][CH2:4][CH2:5][CH2:6][CH2:7][CH2:8][CH2:9][CH2:10][CH2:11][CH3:12].C(Cl)(=O)C([Cl:18])=O, predict the reaction product. The product is: [CH2:1]([Cl:18])[CH2:2][CH2:3][CH2:4][CH2:5][CH2:6][CH2:7][CH2:8][CH2:9][CH2:10][CH2:11][CH3:12]. (7) Given the reactants [OH:1][C:2]1[CH:3]=[C:4]2[C:9](=[CH:10][CH:11]=1)[CH2:8][CH:7]([N:12]1[C:20](=[O:21])[C:19]3[C:14](=[CH:15][CH:16]=[CH:17][CH:18]=3)[C:13]1=[O:22])[CH2:6][CH2:5]2.[N:23]12[CH2:30][CH2:30][N:23]([CH2:28][CH2:28]1)[CH2:24][CH2:24]2.CN(NC(Cl)=[S:36])C, predict the reaction product. The product is: [O:22]=[C:13]1[C:14]2[C:19](=[CH:18][CH:17]=[CH:16][CH:15]=2)[C:20](=[O:21])[N:12]1[CH:7]1[CH2:6][CH2:5][C:4]2[CH:3]=[C:2]([O:1][C:24](=[S:36])[N:23]([CH3:30])[CH3:28])[CH:11]=[CH:10][C:9]=2[CH2:8]1. (8) Given the reactants [C:1]([C:5]1[CH:9]=[C:8]([N:10]=[C:11]=[O:12])[N:7]([C:13]2[CH:18]=[CH:17][CH:16]=[CH:15][CH:14]=2)[N:6]=1)([CH3:4])([CH3:3])[CH3:2].[F:19][C:20]1[CH:26]=[C:25]([O:27][C:28]2[C:33]3=[N:34][CH:35]=[C:36]([N:38]4[CH2:43][CH2:42][N:41]([CH3:44])[CH2:40][CH2:39]4)[N:37]=[C:32]3[N:31]=[CH:30][CH:29]=2)[CH:24]=[CH:23][C:21]=1[NH2:22], predict the reaction product. The product is: [C:1]([C:5]1[CH:9]=[C:8]([NH:10][C:11]([NH:22][C:21]2[CH:23]=[CH:24][C:25]([O:27][C:28]3[C:33]4[C:32](=[N:37][C:36]([N:38]5[CH2:39][CH2:40][N:41]([CH3:44])[CH2:42][CH2:43]5)=[CH:35][N:34]=4)[N:31]=[CH:30][CH:29]=3)=[CH:26][C:20]=2[F:19])=[O:12])[N:7]([C:13]2[CH:18]=[CH:17][CH:16]=[CH:15][CH:14]=2)[N:6]=1)([CH3:4])([CH3:2])[CH3:3].